Dataset: Forward reaction prediction with 1.9M reactions from USPTO patents (1976-2016). Task: Predict the product of the given reaction. (1) Given the reactants [C:1]([C:5]1[CH:10]=[CH:9][CH:8]=[CH:7][C:6]=1[N:11]1[CH2:16][CH2:15][N:14]([C:17](=[O:21])[C:18]([OH:20])=O)[CH2:13][CH2:12]1)([CH3:4])([CH3:3])[CH3:2].[NH2:22][C:23]([CH3:27])([CH3:26])[CH2:24][OH:25].CCN=C=NCCCN(C)C.C1C=CC2N(O)N=NC=2C=1.C(=O)([O-])O.[Na+], predict the reaction product. The product is: [C:1]([C:5]1[CH:10]=[CH:9][CH:8]=[CH:7][C:6]=1[N:11]1[CH2:12][CH2:13][N:14]([C:17](=[O:21])[C:18]([NH:22][C:23]([CH3:27])([CH3:26])[CH2:24][OH:25])=[O:20])[CH2:15][CH2:16]1)([CH3:4])([CH3:3])[CH3:2]. (2) Given the reactants Cl.Cl.[CH3:3][NH:4][CH2:5][CH2:6][CH2:7][CH2:8][CH2:9][CH2:10][CH2:11][CH2:12][CH2:13][N:14]1[CH2:19][CH2:18][CH:17]([O:20][C:21](=[O:35])[NH:22][C:23]2[CH:28]=[CH:27][CH:26]=[CH:25][C:24]=2[C:29]2[CH:34]=[CH:33][CH:32]=[CH:31][CH:30]=2)[CH2:16][CH2:15]1.[F:36][C:37]1[CH:38]=[C:39]([CH:43]=[CH:44][C:45]=1[OH:46])[C:40]([OH:42])=O.C(N(CC)CC)C.Cl.CN(C)CCCN=C=NCC.C(=O)([O-])[O-].[K+].[K+], predict the reaction product. The product is: [NH3:4].[F:36][C:37]1[CH:38]=[C:39]([CH:43]=[CH:44][C:45]=1[OH:46])[C:40]([N:4]([CH3:3])[CH2:5][CH2:6][CH2:7][CH2:8][CH2:9][CH2:10][CH2:11][CH2:12][CH2:13][N:14]1[CH2:15][CH2:16][CH:17]([O:20][C:21](=[O:35])[NH:22][C:23]2[CH:28]=[CH:27][CH:26]=[CH:25][C:24]=2[C:29]2[CH:30]=[CH:31][CH:32]=[CH:33][CH:34]=2)[CH2:18][CH2:19]1)=[O:42]. (3) Given the reactants [CH3:1][O:2][C:3]1[CH:8]=[CH:7][C:6]([CH2:9][C@H:10]([NH:21][C:22](=[O:37])[C@H:23]([NH:25][C:26]([C@@H:28]2[CH2:36][CH2:35][C:34]3[NH:33][N:32]=[CH:31][C:30]=3[CH2:29]2)=[O:27])[CH3:24])[C:11]([O:13]CC2C=CC=CC=2)=[O:12])=[CH:5][CH:4]=1, predict the reaction product. The product is: [CH3:1][O:2][C:3]1[CH:8]=[CH:7][C:6]([CH2:9][C@H:10]([NH:21][C:22](=[O:37])[C@H:23]([NH:25][C:26]([C@H:28]2[CH2:36][CH2:35][C:34]3[NH:33][N:32]=[CH:31][C:30]=3[CH2:29]2)=[O:27])[CH3:24])[C:11]([OH:13])=[O:12])=[CH:5][CH:4]=1. (4) Given the reactants [OH:1][C:2]1[CH:19]=[CH:18][C:5](/[CH:6]=[C:7]2\[O:8][C:9]3[CH:16]=[CH:15][C:14]([I:17])=[CH:13][C:10]=3[C:11]\2=[O:12])=[CH:4][CH:3]=1.Cl[CH2:21][CH2:22][O:23][CH2:24][CH2:25][O:26][CH2:27][CH2:28][OH:29].C(=O)([O-])[O-].[K+].[K+], predict the reaction product. The product is: [OH:29][CH2:28][CH2:27][O:26][CH2:25][CH2:24][O:23][CH2:22][CH2:21][O:1][C:2]1[CH:19]=[CH:18][C:5](/[CH:6]=[C:7]2\[O:8][C:9]3[CH:16]=[CH:15][C:14]([I:17])=[CH:13][C:10]=3[C:11]\2=[O:12])=[CH:4][CH:3]=1. (5) Given the reactants [CH3:1][CH:2]1[CH2:8][C:7]2[CH:9]=[C:10]3[O:15][CH2:14][O:13][C:11]3=[CH:12][C:6]=2[C:5]([C:16]2[CH:21]=[CH:20][C:19]([N+:22]([O-:24])=[O:23])=[CH:18][CH:17]=2)=[N:4][N:3]1[C:25](=[S:27])[NH2:26].Br[CH2:29][C:30](OC)=[O:31].CN(C)C=O, predict the reaction product. The product is: [O:31]=[C:30]1[CH2:29][S:27][C:25]([N:3]2[CH:2]([CH3:1])[CH2:8][C:7]3[CH:9]=[C:10]4[O:15][CH2:14][O:13][C:11]4=[CH:12][C:6]=3[C:5]([C:16]3[CH:17]=[CH:18][C:19]([N+:22]([O-:24])=[O:23])=[CH:20][CH:21]=3)=[N:4]2)=[N:26]1. (6) Given the reactants Cl[C:2]1[S:3][C:4]2[CH:10]=[CH:9][CH:8]=[CH:7][C:5]=2[N:6]=1.[CH3:11][O:12][C:13]1[CH:14]=[C:15]([CH:17]=[CH:18][C:19]=1[O:20][CH3:21])[NH2:16], predict the reaction product. The product is: [S:3]1[C:4]2[CH:10]=[CH:9][CH:8]=[CH:7][C:5]=2[N:6]=[C:2]1[NH:16][C:15]1[CH:17]=[CH:18][C:19]([O:20][CH3:21])=[C:13]([O:12][CH3:11])[CH:14]=1. (7) Given the reactants [NH2:1][C:2]1[C:15]([O:16][CH3:17])=[CH:14][C:5]2[CH2:6][C:7](=[O:13])[N:8]([CH2:11][CH3:12])[CH2:9][CH2:10][C:4]=2[CH:3]=1.Cl[C:19]1[N:24]=[C:23]([NH:25][C:26]2[CH:31]=[CH:30][C:29]([N:32]3[CH2:37][CH2:36][N:35]([CH3:38])[CH2:34][CH2:33]3)=[CH:28][C:27]=2[O:39][CH3:40])[C:22]([Cl:41])=[CH:21][N:20]=1, predict the reaction product. The product is: [Cl:41][C:22]1[C:23]([NH:25][C:26]2[CH:31]=[CH:30][C:29]([N:32]3[CH2:37][CH2:36][N:35]([CH3:38])[CH2:34][CH2:33]3)=[CH:28][C:27]=2[O:39][CH3:40])=[N:24][C:19]([NH:1][C:2]2[C:15]([O:16][CH3:17])=[CH:14][C:5]3[CH2:6][C:7](=[O:13])[N:8]([CH2:11][CH3:12])[CH2:9][CH2:10][C:4]=3[CH:3]=2)=[N:20][CH:21]=1. (8) Given the reactants [CH:1]1([N:6]2[CH2:12][C:11]([F:14])([F:13])[C:10](=[O:15])[N:9]([CH3:16])[C:8]3[CH:17]=[N:18][C:19]([NH:21][C:22]4[CH:30]=[CH:29][C:25]([C:26]([OH:28])=O)=[CH:24][C:23]=4[CH3:31])=[N:20][C:7]2=3)[CH2:5][CH2:4][CH2:3][CH2:2]1.CN(C(ON1N=NC2C=CC=NC1=2)=[N+](C)C)C.F[P-](F)(F)(F)(F)F.[CH3:56][N:57]1[CH2:62][CH2:61][CH:60]([NH2:63])[CH2:59][CH2:58]1, predict the reaction product. The product is: [CH:1]1([N:6]2[CH2:12][C:11]([F:14])([F:13])[C:10](=[O:15])[N:9]([CH3:16])[C:8]3[CH:17]=[N:18][C:19]([NH:21][C:22]4[CH:30]=[CH:29][C:25]([C:26]([NH:63][CH:60]5[CH2:61][CH2:62][N:57]([CH3:56])[CH2:58][CH2:59]5)=[O:28])=[CH:24][C:23]=4[CH3:31])=[N:20][C:7]2=3)[CH2:2][CH2:3][CH2:4][CH2:5]1. (9) Given the reactants [Br:1]Br.[C:3]([C:6]1([C:10]([NH:12][CH2:13][C:14]2[CH:19]=[CH:18][CH:17]=[CH:16][CH:15]=2)=[O:11])[CH2:9][CH2:8][CH2:7]1)(=[O:5])[CH3:4], predict the reaction product. The product is: [CH2:13]([NH:12][C:10]([C:6]1([C:3](=[O:5])[CH2:4][Br:1])[CH2:9][CH2:8][CH2:7]1)=[O:11])[C:14]1[CH:15]=[CH:16][CH:17]=[CH:18][CH:19]=1.